Dataset: Reaction yield outcomes from USPTO patents with 853,638 reactions. Task: Predict the reaction yield, written as a fraction of the theoretical maximum amount of product (1.0 means a 100% yield; for example, 0.34 means a 34% yield). (1) The reactants are [NH2:1][C:2]1[CH:7]=[CH:6][C:5]([S:8]([N:11]2[CH2:16][CH2:15][CH:14]([NH:17][C:18](=[O:21])[CH:19]=[CH2:20])[CH2:13][CH2:12]2)(=[O:10])=[O:9])=[CH:4][CH:3]=1.C(N(C(C)C)CC)(C)C.Cl[C:32]([O:34][CH2:35][C:36]1[CH:41]=[CH:40][CH:39]=[CH:38][CH:37]=1)=[O:33]. The catalyst is C1COCC1.C(Cl)Cl. The product is [CH2:35]([O:34][C:32](=[O:33])[NH:1][C:2]1[CH:3]=[CH:4][C:5]([S:8]([N:11]2[CH2:12][CH2:13][CH:14]([NH:17][C:18](=[O:21])[CH:19]=[CH2:20])[CH2:15][CH2:16]2)(=[O:9])=[O:10])=[CH:6][CH:7]=1)[C:36]1[CH:41]=[CH:40][CH:39]=[CH:38][CH:37]=1. The yield is 0.340. (2) The reactants are [Br:1][C:2]1[CH:3]=[CH:4][C:5](F)=[C:6]([CH:9]=1)[CH:7]=[O:8].C([O-])([O-])=O.[K+].[K+].[Cl:17][C:18]1[CH:19]=[C:20]([OH:25])[CH:21]=[CH:22][C:23]=1[Cl:24].O. The catalyst is CN(C=O)C. The product is [Br:1][C:2]1[CH:3]=[CH:4][C:5]([O:25][C:20]2[CH:21]=[CH:22][C:23]([Cl:24])=[C:18]([Cl:17])[CH:19]=2)=[C:6]([CH:9]=1)[CH:7]=[O:8]. The yield is 0.540. (3) The reactants are [F:1][C:2]1[CH:39]=[CH:38][C:5]([O:6][C@@H:7]2[C@@H:15]([O:16][C:17]3[CH:22]=[CH:21][C:20]([F:23])=[CH:19][CH:18]=3)[C@H:14]([CH3:24])[O:13][C:12](=[O:25])[C@@H:11]([NH:26][C:27](=[O:37])[C:28]3[C:33]([OH:34])=[C:32]([O:35][CH3:36])[CH:31]=[CH:30][N:29]=3)[CH2:10][O:9][CH2:8]2)=[CH:4][CH:3]=1.[C:40](Cl)(=[O:42])[CH3:41]. The catalyst is C(Cl)Cl.CN(C1C=CN=CC=1)C. The product is [C:40]([O:34][C:33]1[C:28]([C:27](=[O:37])[NH:26][C@H:11]2[CH2:10][O:9][CH2:8][C@H:7]([O:6][C:5]3[CH:4]=[CH:3][C:2]([F:1])=[CH:39][CH:38]=3)[C@@H:15]([O:16][C:17]3[CH:18]=[CH:19][C:20]([F:23])=[CH:21][CH:22]=3)[C@H:14]([CH3:24])[O:13][C:12]2=[O:25])=[N:29][CH:30]=[CH:31][C:32]=1[O:35][CH3:36])(=[O:42])[CH3:41]. The yield is 0.800. (4) The reactants are [OH-].[K+].[CH3:3][O:4][C:5](=[O:27])[CH:6]([NH:15][C:16]([CH3:26])=[CH:17][C:18](=[O:25])[C:19]1[CH:20]=[N:21][CH:22]=[CH:23][CH:24]=1)[CH2:7][C:8]1[CH:13]=[CH:12][C:11]([OH:14])=[CH:10][CH:9]=1.[Br:28][CH2:29][CH2:30]Br. The catalyst is C(O)C. The product is [CH3:3][O:4][C:5](=[O:27])[CH:6]([NH:15][C:16]([CH3:26])=[CH:17][C:18](=[O:25])[C:19]1[CH:20]=[N:21][CH:22]=[CH:23][CH:24]=1)[CH2:7][C:8]1[CH:13]=[CH:12][C:11]([O:14][CH2:30][CH2:29][Br:28])=[CH:10][CH:9]=1. The yield is 0.150. (5) The catalyst is C1(C)C=CC=CC=1. The reactants are [CH:1]1([N:6]2[C:11]3[N:12]=[C:13](S(C)=O)[N:14]=[CH:15][C:10]=3[CH:9]=[C:8]([CH2:19][O:20][CH2:21][CH3:22])[C:7]2=[O:23])[CH2:5][CH2:4][CH2:3][CH2:2]1.[C:24]([O:28][C:29]([N:31]1[CH2:36][CH2:35][N:34]([C:37]2[CH:38]=[N:39][C:40]([NH2:43])=[CH:41][CH:42]=2)[CH2:33][CH2:32]1)=[O:30])([CH3:27])([CH3:26])[CH3:25]. The yield is 0.147. The product is [C:24]([O:28][C:29]([N:31]1[CH2:36][CH2:35][N:34]([C:37]2[CH:38]=[N:39][C:40]([NH:43][C:13]3[N:14]=[CH:15][C:10]4[CH:9]=[C:8]([CH2:19][O:20][CH2:21][CH3:22])[C:7](=[O:23])[N:6]([CH:1]5[CH2:5][CH2:4][CH2:3][CH2:2]5)[C:11]=4[N:12]=3)=[CH:41][CH:42]=2)[CH2:33][CH2:32]1)=[O:30])([CH3:27])([CH3:25])[CH3:26]. (6) The reactants are [O:1]=[C:2]1[NH:17][C:6]2[N:7]=[C:8]([O:11][CH2:12][CH2:13][CH2:14][CH:15]=O)[N:9]=[CH:10][C:5]=2[CH:4]=[CH:3]1.Cl.[Cl:19][C:20]1[C:25]([Cl:26])=[CH:24][CH:23]=[CH:22][C:21]=1[N:27]1[CH2:32][CH2:31][NH:30][CH2:29][CH2:28]1.CCN(CC)CC.[BH-](OC(C)=O)(OC(C)=O)OC(C)=O.[Na+]. The catalyst is ClC(Cl)C. The product is [Cl:19][C:20]1[C:25]([Cl:26])=[CH:24][CH:23]=[CH:22][C:21]=1[N:27]1[CH2:32][CH2:31][N:30]([CH2:15][CH2:14][CH2:13][CH2:12][O:11][C:8]2[N:9]=[CH:10][C:5]3[CH:4]=[CH:3][C:2](=[O:1])[NH:17][C:6]=3[N:7]=2)[CH2:29][CH2:28]1. The yield is 0.830. (7) The reactants are [C:1]([O:9][CH2:10][CH3:11])(=[O:8])[CH2:2][C:3]([O:5][CH2:6][CH3:7])=[O:4].CN(C=O)C.[OH-].[Na+].[CH2:19]([N:26]1[CH2:31][CH2:30][O:29][CH2:28][CH:27]1[CH2:32]Br)[C:20]1[CH:25]=[CH:24][CH:23]=[CH:22][CH:21]=1. The product is [CH2:19]([N:26]1[CH2:31][CH2:30][O:29][CH2:28][CH:27]1[CH2:32][CH:2]([C:3]([O:5][CH2:6][CH3:7])=[O:4])[C:1]([O:9][CH2:10][CH3:11])=[O:8])[C:20]1[CH:25]=[CH:24][CH:23]=[CH:22][CH:21]=1. The catalyst is CCOC(C)=O. The yield is 0.890. (8) The reactants are C(=O)([O-])[O-].[K+].[K+].[CH2:7]([O:9][CH:10]([O:23][CH2:24][CH3:25])[C:11]1[CH:12]=[CH:13][C:14]([C:17]#[C:18][Si](C)(C)C)=[N:15][CH:16]=1)[CH3:8]. The catalyst is CO. The product is [CH2:24]([O:23][CH:10]([O:9][CH2:7][CH3:8])[C:11]1[CH:12]=[CH:13][C:14]([C:17]#[CH:18])=[N:15][CH:16]=1)[CH3:25]. The yield is 0.890.